This data is from Full USPTO retrosynthesis dataset with 1.9M reactions from patents (1976-2016). The task is: Predict the reactants needed to synthesize the given product. (1) Given the product [CH3:1][C:2]1[C:6]2[C:7](=[O:18])[N:8]([CH2:11][CH2:12][N:13]3[CH2:14][CH2:15][CH2:16][CH2:17]3)[CH2:9][CH2:10][C:5]=2[NH:4][C:3]=1[CH:19]=[C:24]1[C:23]2[C:27](=[CH:28][CH:29]=[CH:30][C:22]=2[CH3:21])[NH:26][C:25]1=[O:31], predict the reactants needed to synthesize it. The reactants are: [CH3:1][C:2]1[C:6]2[C:7](=[O:18])[N:8]([CH2:11][CH2:12][N:13]3[CH2:17][CH2:16][CH2:15][CH2:14]3)[CH2:9][CH2:10][C:5]=2[NH:4][C:3]=1[CH:19]=O.[CH3:21][C:22]1[CH:30]=[CH:29][CH:28]=[C:27]2[C:23]=1[CH2:24][C:25](=[O:31])[NH:26]2. (2) Given the product [F:23][C:2]([F:1])([C:8]1[CH:13]=[CH:12][CH:11]=[C:10]([O:14][CH2:15][CH2:16][N:17]2[CH2:22][CH2:21][CH2:20][CH2:19][CH2:18]2)[CH:9]=1)[C:3]([OH:5])=[O:4], predict the reactants needed to synthesize it. The reactants are: [F:1][C:2]([F:23])([C:8]1[CH:13]=[CH:12][CH:11]=[C:10]([O:14][CH2:15][CH2:16][N:17]2[CH2:22][CH2:21][CH2:20][CH2:19][CH2:18]2)[CH:9]=1)[C:3]([O:5]CC)=[O:4].O.[OH-].[Li+]. (3) The reactants are: [Cl:1][C:2]1[CH:7]=[CH:6][C:5]([N+:8]([O-])=O)=[CH:4][C:3]=1[OH:11].[Cl-].[NH4+]. Given the product [NH2:8][C:5]1[CH:6]=[CH:7][C:2]([Cl:1])=[C:3]([OH:11])[CH:4]=1, predict the reactants needed to synthesize it. (4) The reactants are: [CH3:1][O:2][C:3]1[CH:8]=[CH:7][C:6]([CH:9]([C:36]2[CH:41]=[CH:40][C:39]([O:42][CH3:43])=[CH:38][CH:37]=2)[O:10][CH:11]([C:30]2[CH:35]=[CH:34][CH:33]=[CH:32][CH:31]=2)[CH:12]2[O:16][CH:15]([N:17]3[CH:22]=[CH:21][C:20](=[O:23])[NH:19][C:18]3=[O:24])[CH:14]([O:25][C:26](=[O:28])[CH3:27])[CH:13]2[OH:29])=[CH:5][CH:4]=1.N1C=CN=C1.[Si:49](Cl)([C:62]([CH3:65])([CH3:64])[CH3:63])([C:56]1[CH:61]=[CH:60][CH:59]=[CH:58][CH:57]=1)[C:50]1[CH:55]=[CH:54][CH:53]=[CH:52][CH:51]=1.C(OCC)(=O)C. Given the product [CH3:43][O:42][C:39]1[CH:38]=[CH:37][C:36]([CH:9]([C:6]2[CH:5]=[CH:4][C:3]([O:2][CH3:1])=[CH:8][CH:7]=2)[O:10][CH:11]([C:30]2[CH:35]=[CH:34][CH:33]=[CH:32][CH:31]=2)[CH:12]2[O:16][CH:15]([N:17]3[CH:22]=[CH:21][C:20](=[O:23])[NH:19][C:18]3=[O:24])[CH:14]([O:25][C:26](=[O:28])[CH3:27])[CH:13]2[O:29][Si:49]([C:62]([CH3:65])([CH3:64])[CH3:63])([C:56]2[CH:57]=[CH:58][CH:59]=[CH:60][CH:61]=2)[C:50]2[CH:55]=[CH:54][CH:53]=[CH:52][CH:51]=2)=[CH:41][CH:40]=1, predict the reactants needed to synthesize it. (5) Given the product [F:42][C:2]([F:1])([F:43])[C:3]1[CH:4]=[C:5]([C:13]([CH3:41])([CH3:40])[C:14]([N:16]([C:18]2[CH:19]=[N:20][C:21]([CH:32]3[CH2:37][CH2:36][S:35](=[O:39])(=[O:38])[CH2:34][CH2:33]3)=[CH:22][C:23]=2[C:24]2[CH:29]=[CH:28][C:27]([F:30])=[CH:26][C:25]=2[CH3:31])[CH3:17])=[O:15])[CH:6]=[C:7]([C:9]([F:10])([F:11])[F:12])[CH:8]=1, predict the reactants needed to synthesize it. The reactants are: [F:1][C:2]([F:43])([F:42])[C:3]1[CH:4]=[C:5]([C:13]([CH3:41])([CH3:40])[C:14]([N:16]([C:18]2[CH:19]=[N:20][C:21]([C:32]3[CH2:33][CH2:34][S:35](=[O:39])(=[O:38])[CH2:36][CH:37]=3)=[CH:22][C:23]=2[C:24]2[CH:29]=[CH:28][C:27]([F:30])=[CH:26][C:25]=2[CH3:31])[CH3:17])=[O:15])[CH:6]=[C:7]([C:9]([F:12])([F:11])[F:10])[CH:8]=1. (6) Given the product [CH3:19][CH:18]([NH:21][CH2:8][C:7]1[CH:10]=[C:11]([C:13]([CH3:16])([CH3:15])[CH3:14])[CH:12]=[C:5]([C:1]([CH3:4])([CH3:3])[CH3:2])[C:6]=1[OH:17])[CH3:20], predict the reactants needed to synthesize it. The reactants are: [C:1]([C:5]1[CH:12]=[C:11]([C:13]([CH3:16])([CH3:15])[CH3:14])[CH:10]=[C:7]([CH:8]=O)[C:6]=1[OH:17])([CH3:4])([CH3:3])[CH3:2].[CH:18]([NH2:21])([CH3:20])[CH3:19]. (7) Given the product [N+:20]([C:3]1[CH:4]=[C:5]([CH:18]=[CH:19][C:2]=1[N:38]1[CH2:39][CH2:40][N:35]([C:30]2[CH:31]=[CH:32][CH:33]=[CH:34][C:29]=2[CH3:41])[CH2:36][CH2:37]1)[C:6]([NH:8][CH2:9][CH2:10][CH2:11][N:12]1[CH2:16][CH2:15][CH2:14][C:13]1=[O:17])=[O:7])([O-:22])=[O:21], predict the reactants needed to synthesize it. The reactants are: F[C:2]1[CH:19]=[CH:18][C:5]([C:6]([NH:8][CH2:9][CH2:10][CH2:11][N:12]2[CH2:16][CH2:15][CH2:14][C:13]2=[O:17])=[O:7])=[CH:4][C:3]=1[N+:20]([O-:22])=[O:21].C([O-])([O-])=O.[K+].[K+].[C:29]1([CH3:41])[CH:34]=[CH:33][CH:32]=[CH:31][C:30]=1[N:35]1[CH2:40][CH2:39][NH:38][CH2:37][CH2:36]1.